Dataset: Peptide-MHC class I binding affinity with 185,985 pairs from IEDB/IMGT. Task: Regression. Given a peptide amino acid sequence and an MHC pseudo amino acid sequence, predict their binding affinity value. This is MHC class I binding data. (1) The peptide sequence is RRGLRMAK. The MHC is HLA-B27:05 with pseudo-sequence HLA-B27:05. The binding affinity (normalized) is 0.593. (2) The peptide sequence is REFLTRNPAW. The MHC is HLA-B44:02 with pseudo-sequence HLA-B44:02. The binding affinity (normalized) is 0.871. (3) The peptide sequence is LPGPQVTAVLLHEES. The MHC is HLA-A68:02 with pseudo-sequence HLA-A68:02. The binding affinity (normalized) is 0. (4) The peptide sequence is GTMPSLTMAC. The MHC is HLA-A02:01 with pseudo-sequence HLA-A02:01. The binding affinity (normalized) is 0.0338. (5) The peptide sequence is FKRKGGIGGY. The MHC is HLA-A68:01 with pseudo-sequence HLA-A68:01. The binding affinity (normalized) is 0.